Predict the reaction yield, written as a fraction of the theoretical maximum amount of product (1.0 means a 100% yield; for example, 0.34 means a 34% yield). From a dataset of Reaction yield outcomes from USPTO patents with 853,638 reactions. (1) The reactants are [Br:1][C:2]1[CH:3]=[N:4][CH:5]=[C:6](Br)[CH:7]=1.[CH3:9][O-:10].[Na+]. The catalyst is CO.[Cu]. The product is [CH3:9][O:10][C:6]1[CH:7]=[C:2]([Br:1])[CH:3]=[N:4][CH:5]=1. The yield is 0.595. (2) The reactants are O[CH2:2][C:3]([CH2:14]O)([C:9]([O:11][CH2:12][CH3:13])=[O:10])[C:4]([O:6][CH2:7][CH3:8])=[O:5].O(S(C(F)(F)F)(=O)=O)S(C(F)(F)F)(=O)=O.CCN(C(C)C)C(C)C.[CH2:40]([NH2:47])[C:41]1[CH:46]=[CH:45][CH:44]=[CH:43][CH:42]=1. The catalyst is CC#N.[Cl-].[Na+].O.CC(=O)OCC. The product is [CH2:40]([N:47]1[CH2:2][C:3]([C:4]([O:6][CH2:7][CH3:8])=[O:5])([C:9]([O:11][CH2:12][CH3:13])=[O:10])[CH2:14]1)[C:41]1[CH:46]=[CH:45][CH:44]=[CH:43][CH:42]=1. The yield is 0.820.